This data is from Catalyst prediction with 721,799 reactions and 888 catalyst types from USPTO. The task is: Predict which catalyst facilitates the given reaction. Reactant: [F:1][C:2]1[CH:9]=[CH:8][C:5]([CH:6]=O)=[CH:4][CH:3]=1.CCN(CC)CC.[F:17][C:18]1[CH:27]=[C:26]2[C:21]([C:22]([CH2:29][C:30]3[N:34]([CH3:35])[N:33]=[CH:32][N:31]=3)=[N:23][NH:24][C:25]2=[O:28])=[C:20]([NH:36][NH2:37])[CH:19]=1. Product: [F:17][C:18]1[CH:27]=[C:26]2[C:21]([C:22]([CH2:29][C:30]3[N:34]([CH3:35])[N:33]=[CH:32][N:31]=3)=[N:23][NH:24][C:25]2=[O:28])=[C:20]([NH:36]/[N:37]=[CH:6]/[C:5]2[CH:8]=[CH:9][C:2]([F:1])=[CH:3][CH:4]=2)[CH:19]=1. The catalyst class is: 5.